Dataset: Full USPTO retrosynthesis dataset with 1.9M reactions from patents (1976-2016). Task: Predict the reactants needed to synthesize the given product. Given the product [Cl:1][C:2]1[CH:9]=[C:8]([N:10]([C@H:11]2[CH2:15][CH2:14][N:13]([CH2:25][C:26]#[N:27])[CH2:12]2)[CH2:16][C:17]2[CH:22]=[CH:21][CH:20]=[CH:19][C:18]=2[CH3:23])[CH:7]=[CH:6][C:3]=1[C:4]#[N:5], predict the reactants needed to synthesize it. The reactants are: [Cl:1][C:2]1[CH:9]=[C:8]([N:10]([CH2:16][C:17]2[CH:22]=[CH:21][CH:20]=[CH:19][C:18]=2[CH3:23])[C@H:11]2[CH2:15][CH2:14][NH:13][CH2:12]2)[CH:7]=[CH:6][C:3]=1[C:4]#[N:5].Br[CH2:25][C:26]#[N:27].